This data is from Full USPTO retrosynthesis dataset with 1.9M reactions from patents (1976-2016). The task is: Predict the reactants needed to synthesize the given product. Given the product [NH2:8][CH2:7][C:6]1[CH:9]=[CH:10][C:3]([N:2]([CH3:11])[CH3:1])=[N:4][CH:5]=1, predict the reactants needed to synthesize it. The reactants are: [CH3:1][N:2]([CH3:11])[C:3]1[CH:10]=[CH:9][C:6]([C:7]#[N:8])=[CH:5][N:4]=1.N.[H][H].